From a dataset of Catalyst prediction with 721,799 reactions and 888 catalyst types from USPTO. Predict which catalyst facilitates the given reaction. (1) Reactant: Cl[C:2]1[C:11]2=[N:12][N:13](CC3C=CC(OC)=CC=3)[CH:14]=[C:10]2[C:9]2[CH:8]=[CH:7][CH:6]=[C:5]([O:24][CH3:25])[C:4]=2[N:3]=1.[NH:26]1[C:34]2[C:29](=[CH:30][CH:31]=[C:32]([NH2:35])[CH:33]=2)[CH:28]=[N:27]1.Cl. Product: [NH:26]1[C:34]2[C:29](=[CH:30][CH:31]=[C:32]([NH:35][C:2]3[C:11]4=[N:12][NH:13][CH:14]=[C:10]4[C:9]4[CH:8]=[CH:7][CH:6]=[C:5]([O:24][CH3:25])[C:4]=4[N:3]=3)[CH:33]=2)[CH:28]=[N:27]1. The catalyst class is: 71. (2) Reactant: [NH2:1][C:2]1[CH:7]=[C:6]([N+:8]([O-:10])=[O:9])[CH:5]=[CH:4][C:3]=1[OH:11].[C:12](N1C=CN=C1)(N1C=CN=C1)=[O:13].O. Product: [N+:8]([C:6]1[CH:5]=[CH:4][C:3]2[O:11][C:12](=[O:13])[NH:1][C:2]=2[CH:7]=1)([O-:10])=[O:9]. The catalyst class is: 9. (3) Reactant: [CH3:1][C@@H:2]([CH2:14][CH:15]=[CH2:16])[C@H:3]([S:5](C1N=CC=CN=1)(=[O:7])=[O:6])[CH3:4].C[O-].[Na+:19]. Product: [CH3:1][C@@H:2]([CH2:14][CH:15]=[CH2:16])[C@H:3]([S:5]([O-:7])=[O:6])[CH3:4].[Na+:19]. The catalyst class is: 5. (4) Reactant: [CH3:1][CH:2]([CH:12]([CH2:14][C:15]1[CH:20]=[CH:19][C:18]([OH:21])=[C:17]([OH:22])[CH:16]=1)[CH3:13])[CH2:3][C:4]1[CH:9]=[CH:8][C:7]([OH:10])=[C:6]([OH:11])[CH:5]=1.[H-].[Na+].Cl[CH2:26][C:27]1[N:28]=[C:29]([CH3:32])[S:30][CH:31]=1.[Cl-].[NH4+:34]. Product: [CH3:32][C:29]1[S:30][CH:31]=[C:27]([CH2:26][O:22][C:17]2[CH:16]=[C:15]([CH2:14][C@@H:12]([CH3:13])[C@@H:2]([CH3:1])[CH2:3][C:4]3[CH:9]=[CH:8][C:7]([O:10][CH2:26][C:27]4[N:28]=[C:29]([CH3:32])[S:30][CH:31]=4)=[C:6]([O:11][CH2:26][C:27]4[N:28]=[C:29]([CH3:32])[S:30][CH:31]=4)[CH:5]=3)[CH:20]=[CH:19][C:18]=2[O:21][CH2:26][C:27]2[N:34]=[C:29]([CH3:32])[S:30][CH:31]=2)[N:28]=1. The catalyst class is: 215. (5) Product: [CH3:27][O:26][C:20]1[CH:19]=[C:18]([N:5]([CH2:6][CH2:7][C:8]2[CH:9]=[CH:10][C:11]([C:14]([F:17])([F:16])[F:15])=[CH:12][CH:13]=2)[C:3](=[O:4])[C@@H:2]([NH:1][CH:36]2[CH2:37][O:34][CH2:35]2)[C:28]2[CH:29]=[CH:30][CH:31]=[CH:32][CH:33]=2)[CH:23]=[CH:22][C:21]=1[O:24][CH3:25]. The catalyst class is: 26. Reactant: [NH2:1][C@@H:2]([C:28]1[CH:33]=[CH:32][CH:31]=[CH:30][CH:29]=1)[C:3]([N:5]([C:18]1[CH:23]=[CH:22][C:21]([O:24][CH3:25])=[C:20]([O:26][CH3:27])[CH:19]=1)[CH2:6][CH2:7][C:8]1[CH:13]=[CH:12][C:11]([C:14]([F:17])([F:16])[F:15])=[CH:10][CH:9]=1)=[O:4].[O:34]1[CH2:37][C:36](=O)[CH2:35]1.C(O[BH-](OC(=O)C)OC(=O)C)(=O)C.[Na+].C(O)(=O)C. (6) Reactant: [S:1]1[CH:5]=[CH:4][CH:3]=[C:2]1[C:6]1[CH:10]=[CH:9][NH:8][N:7]=1.C([O-])([O-])=O.[K+].[K+].Cl[CH2:18][C:19]([N:21]1[CH2:26][CH2:25][N:24]([C:27]2[CH:32]=[CH:31][C:30]([F:33])=[CH:29][CH:28]=2)[CH2:23][CH2:22]1)=[O:20].CN(C=O)C. Product: [F:33][C:30]1[CH:29]=[CH:28][C:27]([N:24]2[CH2:23][CH2:22][N:21]([C:19](=[O:20])[CH2:18][N:8]3[CH:9]=[CH:10][C:6]([C:2]4[S:1][CH:5]=[CH:4][CH:3]=4)=[N:7]3)[CH2:26][CH2:25]2)=[CH:32][CH:31]=1. The catalyst class is: 195.